The task is: Predict the reaction yield, written as a fraction of the theoretical maximum amount of product (1.0 means a 100% yield; for example, 0.34 means a 34% yield).. This data is from Reaction yield outcomes from USPTO patents with 853,638 reactions. (1) The reactants are [Si]([O:8][C:9]1[CH:14]=[CH:13][C:12]([NH:15][C:16]([NH:18][CH2:19][C:20]2[CH:21]=[C:22]3[C:26](=[CH:27][CH:28]=2)[C:25](=[O:29])[N:24]([CH:30]2[CH2:35][CH2:34][C:33](=[O:36])[NH:32][C:31]2=[O:37])[CH2:23]3)=[O:17])=[CH:11][C:10]=1[CH3:38])(C(C)(C)C)(C)C.Cl. The catalyst is C(Cl)Cl.CCOCC. The product is [O:37]=[C:31]1[CH:30]([N:24]2[CH2:23][C:22]3[C:26](=[CH:27][CH:28]=[C:20]([CH2:19][NH:18][C:16]([NH:15][C:12]4[CH:13]=[CH:14][C:9]([OH:8])=[C:10]([CH3:38])[CH:11]=4)=[O:17])[CH:21]=3)[C:25]2=[O:29])[CH2:35][CH2:34][C:33](=[O:36])[NH:32]1. The yield is 1.00. (2) The catalyst is CC(C)=O.O. The reactants are [C:1]([C:4]1[C:5](F)=[C:6]([F:22])[C:7]([NH:14][C:15]2[CH:20]=[CH:19][CH:18]=[CH:17][C:16]=2[F:21])=[C:8]([CH:13]=1)[C:9]([O:11][CH3:12])=[O:10])(=[O:3])[CH3:2].[N-:24]=[N+]=[N-].[Na+]. The yield is 0.890. The product is [F:22][C:6]1[C:5]2=[N:24][O:3][C:1]([CH3:2])=[C:4]2[CH:13]=[C:8]([C:9]([O:11][CH3:12])=[O:10])[C:7]=1[NH:14][C:15]1[CH:20]=[CH:19][CH:18]=[CH:17][C:16]=1[F:21]. (3) The reactants are [F:1][C:2]([F:7])([F:6])[CH2:3][CH2:4][OH:5].[CH3:8][S:9](Cl)(=[O:11])=[O:10]. The catalyst is C(Cl)Cl. The product is [CH3:8][S:9]([O:5][CH2:4][CH2:3][C:2]([F:7])([F:6])[F:1])(=[O:11])=[O:10]. The yield is 0.582. (4) The catalyst is CN(C)C=O. The reactants are [N:1]1[CH:6]=[CH:5][CH:4]=[CH:3][C:2]=1[NH:7][C:8]([N:10]1[C@@H:16]2[CH2:17][N:13]([CH2:14][CH2:15]2)[C:12]2[CH:18]=[CH:19][C:20]([C:22]([OH:24])=O)=[N:21][C:11]1=2)=[O:9].CN(C(ON1N=NC2C=CC=NC1=2)=[N+](C)C)C.F[P-](F)(F)(F)(F)F.CCN(C(C)C)C(C)C.[NH2:58][CH:59]([C:62]([F:65])([F:64])[F:63])[CH2:60][OH:61]. The product is [N:1]1[CH:6]=[CH:5][CH:4]=[CH:3][C:2]=1[NH:7][C:8]([N:10]1[C@@H:16]2[CH2:17][N:13]([CH2:14][CH2:15]2)[C:12]2[CH:18]=[CH:19][C:20]([C:22]([NH:58][CH:59]([CH2:60][OH:61])[C:62]([F:65])([F:64])[F:63])=[O:24])=[N:21][C:11]1=2)=[O:9]. The yield is 0.890. (5) The reactants are O1CCCC1.[NH2:6][C:7]1[C:12]([C:13]2[O:17][N:16]=[C:15]([CH2:18][C:19]3[CH:24]=[CH:23][C:22]([OH:25])=[CH:21][CH:20]=3)[CH:14]=2)=[CH:11][CH:10]=[C:9]([NH2:26])[N:8]=1.[OH-].[Na+].[Cl:29][C:30]1[CH:35]=[CH:34][N:33]=[C:32]([CH2:36]Cl)[CH:31]=1. The catalyst is CN(C)C=O. The product is [Cl:29][C:30]1[CH:35]=[CH:34][N:33]=[C:32]([CH2:36][O:25][C:22]2[CH:23]=[CH:24][C:19]([CH2:18][C:15]3[CH:14]=[C:13]([C:12]4[C:7]([NH2:6])=[N:8][C:9]([NH2:26])=[CH:10][CH:11]=4)[O:17][N:16]=3)=[CH:20][CH:21]=2)[CH:31]=1. The yield is 0.120.